Predict the reactants needed to synthesize the given product. From a dataset of Full USPTO retrosynthesis dataset with 1.9M reactions from patents (1976-2016). Given the product [N:1]1([C:7]2[N:8]=[C:9]([CH2:14][C:15]([NH:19][C:20]3[CH:21]=[C:22]([CH2:26][CH2:27][NH:28][C:29](=[O:35])[O:30][C:31]([CH3:33])([CH3:32])[CH3:34])[CH:23]=[CH:24][CH:25]=3)=[O:17])[NH:10][C:11](=[O:13])[CH:12]=2)[CH2:2][CH2:3][O:4][CH2:5][CH2:6]1, predict the reactants needed to synthesize it. The reactants are: [N:1]1([C:7]2[N:8]=[C:9]([CH2:14][C:15]([O-:17])=O)[NH:10][C:11](=[O:13])[CH:12]=2)[CH2:6][CH2:5][O:4][CH2:3][CH2:2]1.[Na+].[NH2:19][C:20]1[CH:21]=[C:22]([CH2:26][CH2:27][NH:28][C:29](=[O:35])[O:30][C:31]([CH3:34])([CH3:33])[CH3:32])[CH:23]=[CH:24][CH:25]=1.